Dataset: Peptide-MHC class I binding affinity with 185,985 pairs from IEDB/IMGT. Task: Regression. Given a peptide amino acid sequence and an MHC pseudo amino acid sequence, predict their binding affinity value. This is MHC class I binding data. The peptide sequence is MLVCGDDLVV. The MHC is HLA-A02:02 with pseudo-sequence HLA-A02:02. The binding affinity (normalized) is 0.648.